This data is from Full USPTO retrosynthesis dataset with 1.9M reactions from patents (1976-2016). The task is: Predict the reactants needed to synthesize the given product. (1) Given the product [Br:15][CH:16]([CH2:20][CH:21]([CH3:23])[CH3:22])[C:17]([NH:6][C:5]1[CH:7]=[CH:8][C:9]([C:10]2[O:14][CH:13]=[N:12][CH:11]=2)=[C:3]([O:2][CH3:1])[CH:4]=1)=[O:18], predict the reactants needed to synthesize it. The reactants are: [CH3:1][O:2][C:3]1[CH:4]=[C:5]([CH:7]=[CH:8][C:9]=1[C:10]1[O:14][CH:13]=[N:12][CH:11]=1)[NH2:6].[Br:15][CH:16]([CH2:20][CH:21]([CH3:23])[CH3:22])[C:17](O)=[O:18].CN(C(ON1N=NC2C=CC=NC1=2)=[N+](C)C)C.F[P-](F)(F)(F)(F)F.C(N(CC)C(C)C)(C)C.C([O-])(O)=O.[Na+]. (2) Given the product [NH2:1][C@@H:4]1[CH2:9][CH2:8][CH2:7][CH2:6][C@@H:5]1[N:10]1[C:14]([C:15]2[CH:20]=[CH:19][CH:18]=[CH:17][CH:16]=2)=[C:13]([C:21]([N:23]2[CH2:28][CH2:27][N:26]([C:29]([O:31][C:32]([CH3:35])([CH3:33])[CH3:34])=[O:30])[CH2:25][C@H:24]2[CH2:36][C:37]2[CH:38]=[CH:39][CH:40]=[CH:41][CH:42]=2)=[O:22])[N:12]=[CH:11]1, predict the reactants needed to synthesize it. The reactants are: [N:1]([C@@H:4]1[CH2:9][CH2:8][CH2:7][CH2:6][C@@H:5]1[N:10]1[C:14]([C:15]2[CH:20]=[CH:19][CH:18]=[CH:17][CH:16]=2)=[C:13]([C:21]([N:23]2[CH2:28][CH2:27][N:26]([C:29]([O:31][C:32]([CH3:35])([CH3:34])[CH3:33])=[O:30])[CH2:25][C@H:24]2[CH2:36][C:37]2[CH:42]=[CH:41][CH:40]=[CH:39][CH:38]=2)=[O:22])[N:12]=[CH:11]1)=[N+]=[N-]. (3) Given the product [Si:11]([O:3][CH2:2][CH2:1][OH:4])([C:7]([CH3:10])([CH3:9])[CH3:8])([CH3:13])[CH3:12], predict the reactants needed to synthesize it. The reactants are: [CH2:1]([OH:4])[CH2:2][OH:3].[H-].[Na+].[C:7]([Si:11](Cl)([CH3:13])[CH3:12])([CH3:10])([CH3:9])[CH3:8].C([O-])(O)=O.[Na+]. (4) The reactants are: [C:1]1([C:7]2[CH:19]=[CH:18][C:10]3[S:11][C:12]([C:14]([O:16]C)=[O:15])=[CH:13][C:9]=3[CH:8]=2)[CH:6]=[CH:5][CH:4]=[CH:3][CH:2]=1.O.[OH-].[Li+].O. Given the product [C:1]1([C:7]2[CH:19]=[CH:18][C:10]3[S:11][C:12]([C:14]([OH:16])=[O:15])=[CH:13][C:9]=3[CH:8]=2)[CH:2]=[CH:3][CH:4]=[CH:5][CH:6]=1, predict the reactants needed to synthesize it. (5) Given the product [Cl:1][C:2]1[N+:10]([O-:14])=[C:9]([Cl:11])[CH:8]=[C:7]([CH3:12])[C:3]=1[C:4]([OH:6])=[O:5], predict the reactants needed to synthesize it. The reactants are: [Cl:1][C:2]1[N:10]=[C:9]([Cl:11])[CH:8]=[C:7]([CH3:12])[C:3]=1[C:4]([OH:6])=[O:5].C(N)(N)=[O:14].OO.FC(F)(F)C(OC(=O)C(F)(F)F)=O. (6) The reactants are: [C:1]([O:4][C:5]([CH3:28])([CH3:27])[CH2:6][NH:7][C:8](=[O:26])[C@H:9]([N:17](C(OC(C)(C)C)=O)[CH3:18])[CH2:10][C:11]1[CH:16]=[CH:15][CH:14]=[CH:13][CH:12]=1)(=[O:3])[CH3:2].FC(F)(F)C(O)=O. Given the product [C:1]([O:4][C:5]([CH3:28])([CH3:27])[CH2:6][NH:7][C:8](=[O:26])[C@H:9]([NH:17][CH3:18])[CH2:10][C:11]1[CH:16]=[CH:15][CH:14]=[CH:13][CH:12]=1)(=[O:3])[CH3:2], predict the reactants needed to synthesize it. (7) Given the product [C:14]([O:13][C:12]([N:11]([CH2:19][CH:20]1[CH2:22][CH2:21]1)[C@@H:9]1[CH2:10][C@H:8]1[C:5]1[CH:6]=[CH:7][C:2]([C:12]([O:13][CH3:14])=[O:18])=[CH:3][CH:4]=1)=[O:18])([CH3:17])([CH3:16])[CH3:15], predict the reactants needed to synthesize it. The reactants are: Br[C:2]1[CH:7]=[CH:6][C:5]([C@@H:8]2[CH2:10][C@H:9]2[N:11]([CH2:19][CH:20]2[CH2:22][CH2:21]2)[C:12](=[O:18])[O:13][C:14]([CH3:17])([CH3:16])[CH3:15])=[CH:4][CH:3]=1.C(N(CC)CC)C.